Dataset: Reaction yield outcomes from USPTO patents with 853,638 reactions. Task: Predict the reaction yield, written as a fraction of the theoretical maximum amount of product (1.0 means a 100% yield; for example, 0.34 means a 34% yield). (1) The reactants are [OH:1][C:2]1[C:11]2[C:6](=[CH:7][CH:8]=[CH:9][CH:10]=2)[N:5]([NH:12][CH2:13][CH:14]([CH3:16])[CH3:15])[C:4](=[O:17])[C:3]=1[C:18]1[NH:23][C:22]2[CH:24]=[CH:25][C:26]([OH:28])=[CH:27][C:21]=2[S:20](=[O:30])(=[O:29])[N:19]=1.C(=O)([O-])[O-].[Cs+].[Cs+].Br[C:38]1[CH:43]=[CH:42][C:41]([Br:44])=[CH:40][N:39]=1. The catalyst is CS(C)=O. The product is [Br:44][C:41]1[CH:42]=[CH:43][C:38]([O:28][C:26]2[CH:25]=[CH:24][C:22]3[NH:23][C:18]([C:3]4[C:4](=[O:17])[N:5]([NH:12][CH2:13][CH:14]([CH3:15])[CH3:16])[C:6]5[C:11]([C:2]=4[OH:1])=[CH:10][CH:9]=[CH:8][CH:7]=5)=[N:19][S:20](=[O:29])(=[O:30])[C:21]=3[CH:27]=2)=[N:39][CH:40]=1. The yield is 0.630. (2) The reactants are Cl[C:2]1[N:3]=[CH:4][C:5]2[N:10]=[C:9]([NH:11][C:12](=[O:16])[O:13][CH2:14][CH3:15])[S:8][C:6]=2[N:7]=1.[CH3:17][NH:18][CH3:19].CO. No catalyst specified. The product is [CH3:17][N:18]([CH3:19])[C:2]1[N:3]=[CH:4][C:5]2[N:10]=[C:9]([NH:11][C:12](=[O:16])[O:13][CH2:14][CH3:15])[S:8][C:6]=2[N:7]=1. The yield is 0.990. (3) The reactants are [CH3:1][C:2]1([CH3:28])[CH2:11][CH2:10][C:9]([CH3:13])([CH3:12])[C:8]2[CH:7]=[C:6]([Se:14][C:15]#[C:16][C:17]3[CH:27]=[CH:26][C:20]([C:21]([O:23]CC)=[O:22])=[CH:19][N:18]=3)[CH:5]=[CH:4][C:3]1=2.CCCCCCC. The product is [CH3:1][C:2]1([CH3:28])[CH2:11][CH2:10][C:9]([CH3:12])([CH3:13])[C:8]2[CH:7]=[C:6]([Se:14][C:15]#[C:16][C:17]3[CH:27]=[CH:26][C:20]([C:21]([OH:23])=[O:22])=[CH:19][N:18]=3)[CH:5]=[CH:4][C:3]1=2. The yield is 0.360. The catalyst is C1COCC1.[OH-].[Na+]. (4) The reactants are I[C:2]1[CH:3]=[C:4]2[N:10]=[CH:9][N:8]([CH2:11][C:12]3[CH:17]=[CH:16][C:15]([O:18][CH2:19][C:20]4[CH:21]=[N:22][C:23]([O:26][CH3:27])=[CH:24][CH:25]=4)=[C:14]([O:28][CH3:29])[CH:13]=3)[C:5]2=[N:6][CH:7]=1.CC1(C)C(C)(C)OB([C:38]2[CH:39]=[N:40][N:41]([CH:43]3[CH2:48][CH2:47][N:46]([C:49]([O:51][C:52]([CH3:55])([CH3:54])[CH3:53])=[O:50])[CH2:45][CH2:44]3)[CH:42]=2)O1.C(=O)([O-])[O-].[K+].[K+]. The catalyst is CN(C)C=O.O.C1(P([Pd-4](P(C2C=CC=CC=2)(C2C=CC=CC=2)C2C=CC=CC=2)(P(C2C=CC=CC=2)(C2C=CC=CC=2)C2C=CC=CC=2)P(C2C=CC=CC=2)(C2C=CC=CC=2)C2C=CC=CC=2)(C2C=CC=CC=2)C2C=CC=CC=2)C=CC=CC=1. The product is [CH3:29][O:28][C:14]1[CH:13]=[C:12]([CH:17]=[CH:16][C:15]=1[O:18][CH2:19][C:20]1[CH:21]=[N:22][C:23]([O:26][CH3:27])=[CH:24][CH:25]=1)[CH2:11][N:8]1[C:5]2=[N:6][CH:7]=[C:2]([C:38]3[CH:39]=[N:40][N:41]([CH:43]4[CH2:44][CH2:45][N:46]([C:49]([O:51][C:52]([CH3:55])([CH3:54])[CH3:53])=[O:50])[CH2:47][CH2:48]4)[CH:42]=3)[CH:3]=[C:4]2[N:10]=[CH:9]1. The yield is 0.600. (5) The reactants are [CH2:1]([O:8][C:9]1[CH:15]=[CH:14][C:12]([NH2:13])=[CH:11][CH:10]=1)[C:2]1[CH:7]=[CH:6][CH:5]=[CH:4][CH:3]=1.[CH2:16]([O:23][CH2:24][C@H:25]([NH:29]C(OC(C)(C)C)=O)[C:26](O)=[O:27])[C:17]1[CH:22]=[CH:21][CH:20]=[CH:19][CH:18]=1. No catalyst specified. The product is [NH2:29][C@@H:25]([CH2:24][O:23][CH2:16][C:17]1[CH:22]=[CH:21][CH:20]=[CH:19][CH:18]=1)[C:26]([NH:13][C:12]1[CH:11]=[CH:10][C:9]([O:8][CH2:1][C:2]2[CH:3]=[CH:4][CH:5]=[CH:6][CH:7]=2)=[CH:15][CH:14]=1)=[O:27]. The yield is 0.840. (6) The reactants are [CH3:1][O:2][C:3](=[O:36])[CH2:4][CH2:5][N:6]([C:13](=[O:35])[C:14]1[CH:19]=[CH:18][C:17]([NH:20][CH3:21])=[C:16]([NH:22][C:23](=O)[CH2:24][NH:25][C:26]2[CH:31]=[CH:30][C:29]([C:32]#[N:33])=[CH:28][CH:27]=2)[CH:15]=1)[C:7]1[CH:12]=[CH:11][CH:10]=[CH:9][CH:8]=1. The catalyst is C(O)(=O)C. The product is [CH3:1][O:2][C:3](=[O:36])[CH2:4][CH2:5][N:6]([C:13]([C:14]1[CH:19]=[CH:18][C:17]2[N:20]([CH3:21])[C:23]([CH2:24][NH:25][C:26]3[CH:27]=[CH:28][C:29]([C:32]#[N:33])=[CH:30][CH:31]=3)=[N:22][C:16]=2[CH:15]=1)=[O:35])[C:7]1[CH:8]=[CH:9][CH:10]=[CH:11][CH:12]=1. The yield is 0.580. (7) The yield is 0.760. The reactants are [N:1]([N:3]1[CH2:11][CH2:10][CH2:9][CH2:8][CH:4]1[C:5]([OH:7])=[O:6])=O.FC(F)(F)C(O)=O. The catalyst is ClCCl. The product is [NH:1]1[N:3]2[CH2:11][CH2:10][CH2:9][CH2:8][CH:4]2[C:5](=[O:7])[O:6]1. (8) The reactants are [CH3:1][NH:2][C:3](=[O:23])[C:4]1[C:9]([C:10]2[CH:15]=[CH:14][CH:13]=[CH:12][C:11]=2[CH3:16])=[CH:8][C:7]([N:17]2[CH2:22][CH2:21][O:20][CH2:19][CH2:18]2)=[N:6][CH:5]=1.C[Si](C)(C)[N-][Si](C)(C)C.[K+].[F:34][C:35]([F:49])([F:48])[C:36]1[CH:37]=[C:38]([CH:41]=[C:42]([C:44]([F:47])([F:46])[F:45])[CH:43]=1)[CH2:39]Br. The catalyst is O1CCCC1. The product is [F:34][C:35]([F:49])([F:48])[C:36]1[CH:37]=[C:38]([CH:41]=[C:42]([C:44]([F:47])([F:46])[F:45])[CH:43]=1)[CH2:39][N:2]([CH3:1])[C:3](=[O:23])[C:4]1[C:9]([C:10]2[CH:15]=[CH:14][CH:13]=[CH:12][C:11]=2[CH3:16])=[CH:8][C:7]([N:17]2[CH2:22][CH2:21][O:20][CH2:19][CH2:18]2)=[N:6][CH:5]=1. The yield is 0.440. (9) The reactants are Br[C:2]1[CH:3]=[C:4]2[C:9](=[CH:10][CH:11]=1)[NH:8][C:7](=[O:12])[CH:6]=[CH:5]2.CN(C=O)C.[NH:18]1[CH:22]=[CH:21][CH:20]=[N:19]1.C(=O)([O-])[O-].[K+].[K+]. The catalyst is [Cu]I.O. The product is [N:18]1([C:2]2[CH:3]=[C:4]3[C:9](=[CH:10][CH:11]=2)[NH:8][C:7](=[O:12])[CH:6]=[CH:5]3)[CH:22]=[CH:21][CH:20]=[N:19]1. The yield is 0.500. (10) The reactants are [CH3:1][O:2][C:3]1[CH:8]=[C:7]([CH2:9][N:10]2[CH2:15][CH2:14][CH2:13][CH2:12][CH2:11]2)[CH:6]=[CH:5][C:4]=1[OH:16].C([O-])([O-])=O.[Cs+].[Cs+].Br[CH2:24][CH2:25][CH2:26][CH2:27][CH2:28][S:29][C:30]1[C:39]2[C:34](=[CH:35][C:36]([C:40]([F:43])([F:42])[F:41])=[CH:37][CH:38]=2)[N:33]=[CH:32][CH:31]=1. The catalyst is CN(C=O)C. The product is [CH3:1][O:2][C:3]1[CH:8]=[C:7]([CH2:9][N:10]2[CH2:15][CH2:14][CH2:13][CH2:12][CH2:11]2)[CH:6]=[CH:5][C:4]=1[O:16][CH2:24][CH2:25][CH2:26][CH2:27][CH2:28][S:29][C:30]1[C:39]2[C:34](=[CH:35][C:36]([C:40]([F:43])([F:41])[F:42])=[CH:37][CH:38]=2)[N:33]=[CH:32][CH:31]=1. The yield is 0.520.